Dataset: Catalyst prediction with 721,799 reactions and 888 catalyst types from USPTO. Task: Predict which catalyst facilitates the given reaction. (1) Reactant: [CH2:1]([N:3]([CH2:7][CH3:8])[CH2:4][CH2:5][NH2:6])[CH3:2].C(=O)([O-])[O-].[K+].[K+].Cl[CH2:16][C:17]1[CH:51]=[CH:50][C:20]([C:21]([NH:23][C:24]2[C:25]3[CH:38]=[C:37]([C:39]([NH:41][N:42]([CH3:49])[C:43]4[CH:48]=[CH:47][CH:46]=[CH:45][CH:44]=4)=[O:40])[S:36][C:26]=3[N:27](C(OC(C)(C)C)=O)[N:28]=2)=[O:22])=[CH:19][CH:18]=1.ClCC1C=CC(C(NC2C3C=C(C(NN(C4C=CC(Cl)=CC=4)C)=O)SC=3N(C(OC(C)(C)C)=O)N=2)=O)=CC=1. Product: [CH2:1]([N:3]([CH2:7][CH3:8])[CH2:4][CH2:5][NH:6][CH2:16][C:17]1[CH:18]=[CH:19][C:20]([C:21]([NH:23][C:24]2[C:25]3[CH:38]=[C:37]([C:39]([NH:41][N:42]([CH3:49])[C:43]4[CH:44]=[CH:45][CH:46]=[CH:47][CH:48]=4)=[O:40])[S:36][C:26]=3[NH:27][N:28]=2)=[O:22])=[CH:50][CH:51]=1)[CH3:2]. The catalyst class is: 711. (2) Reactant: C([Si](C1C=CC=CC=1)(C1C=CC=CC=1)[O:6][CH2:7][C:8]([F:43])([F:42])[CH2:9][N:10]1[CH:22]([CH3:23])[CH2:21][C:20]2[C:19]3[C:14](=[CH:15][CH:16]=[C:17]([F:24])[CH:18]=3)[NH:13][C:12]=2[CH:11]1[C:25]1[C:30]([F:31])=[CH:29][C:28]([NH:32][CH:33]2[CH2:36][N:35]([CH2:37][CH2:38][CH2:39][F:40])[CH2:34]2)=[CH:27][C:26]=1[F:41])(C)(C)C.CCCC[N+](CCCC)(CCCC)CCCC.[F-].FC1C=C(NC2CN(CCCF)C2)C=C(F)C=1[C@H]1C2NC3C(=CC(F)=CC=3)C=2C[C@H](C)N1CC(F)(F)CO. Product: [F:31][C:30]1[CH:29]=[C:28]([NH:32][CH:33]2[CH2:34][N:35]([CH2:37][CH2:38][CH2:39][F:40])[CH2:36]2)[CH:27]=[C:26]([F:41])[C:25]=1[CH:11]1[C:12]2[NH:13][C:14]3[C:19](=[CH:18][C:17]([F:24])=[CH:16][CH:15]=3)[C:20]=2[CH2:21][CH:22]([CH3:23])[N:10]1[CH2:9][C:8]([F:43])([F:42])[CH2:7][OH:6]. The catalyst class is: 49. (3) Reactant: [Na].Cl.[NH2:3][OH:4].[F:5][C:6]([F:30])([F:29])[C:7]1[CH:28]=[CH:27][CH:26]=[CH:25][C:8]=1[C:9]([N:11]1[CH2:16][CH2:15][N:14]([C:17]2[N:22]=[N:21][C:20]([C:23]#[N:24])=[CH:19][CH:18]=2)[CH2:13][CH2:12]1)=[O:10]. Product: [OH:4][NH:3][C:23]([C:20]1[N:21]=[N:22][C:17]([N:14]2[CH2:13][CH2:12][N:11]([C:9](=[O:10])[C:8]3[CH:25]=[CH:26][CH:27]=[CH:28][C:7]=3[C:6]([F:30])([F:29])[F:5])[CH2:16][CH2:15]2)=[CH:18][CH:19]=1)=[NH:24]. The catalyst class is: 8. (4) The catalyst class is: 1. Product: [Cl:13][C:4]1[C:3]([CH3:14])=[C:2]([B:24]2[O:28][C:27]([CH3:30])([CH3:29])[C:26]([CH3:32])([CH3:31])[O:25]2)[CH:12]=[CH:11][C:5]=1[OH:6]. Reactant: Br[C:2]1[CH:12]=[CH:11][C:5]([O:6][Si](C)(C)C)=[C:4]([Cl:13])[C:3]=1[CH3:14].[Li]CCCC.C(O[B:24]1[O:28][C:27]([CH3:30])([CH3:29])[C:26]([CH3:32])([CH3:31])[O:25]1)(C)C.